This data is from Full USPTO retrosynthesis dataset with 1.9M reactions from patents (1976-2016). The task is: Predict the reactants needed to synthesize the given product. (1) Given the product [ClH:49].[F:1][C:2]1[CH:7]=[C:6]([O:8][C:9]2[CH:14]=[CH:13][N:12]=[C:11]([NH:15][C:16]([N:18]3[CH2:19][CH2:20][CH:21]([N:24]4[CH2:29][CH2:28][N:27]([CH3:30])[CH2:26][CH2:25]4)[CH2:22][CH2:23]3)=[O:17])[CH:10]=2)[CH:5]=[CH:4][C:3]=1[NH:31][C:32]([CH2:34][C:35]1([CH2:38][C:39]([NH:41][C:42]2[CH:47]=[CH:46][C:45]([F:48])=[CH:44][CH:43]=2)=[O:40])[CH2:37][CH2:36]1)=[O:33], predict the reactants needed to synthesize it. The reactants are: [F:1][C:2]1[CH:7]=[C:6]([O:8][C:9]2[CH:14]=[CH:13][N:12]=[C:11]([NH:15][C:16]([N:18]3[CH2:23][CH2:22][CH:21]([N:24]4[CH2:29][CH2:28][N:27]([CH3:30])[CH2:26][CH2:25]4)[CH2:20][CH2:19]3)=[O:17])[CH:10]=2)[CH:5]=[CH:4][C:3]=1[NH:31][C:32]([CH2:34][C:35]1([CH2:38][C:39]([NH:41][C:42]2[CH:47]=[CH:46][C:45]([F:48])=[CH:44][CH:43]=2)=[O:40])[CH2:37][CH2:36]1)=[O:33].[ClH:49]. (2) Given the product [F:21][C:2]([F:20])([F:1])[C:3]1[CH:4]=[C:5]([S:9]([C:12]2[CH:17]=[CH:16][C:15]([CH2:18][NH:19][C:58]([C@H:54]3[CH2:55][CH2:56][CH2:57][NH:53]3)=[O:59])=[CH:14][CH:13]=2)(=[O:11])=[O:10])[CH:6]=[CH:7][CH:8]=1, predict the reactants needed to synthesize it. The reactants are: [F:1][C:2]([F:21])([F:20])[C:3]1[CH:4]=[C:5]([S:9]([C:12]2[CH:17]=[CH:16][C:15]([CH2:18][NH2:19])=[CH:14][CH:13]=2)(=[O:11])=[O:10])[CH:6]=[CH:7][CH:8]=1.CN(C(ON1N=NC2C=CC=NC1=2)=[N+](C)C)C.F[P-](F)(F)(F)(F)F.C(OC([N:53]1[CH2:57][CH2:56][CH2:55][C@@H:54]1[C:58](O)=[O:59])=O)(C)(C)C. (3) The reactants are: B.C1COCC1.[Br:7][C:8]1[CH:9]=[C:10]([CH:14]=[C:15]([I:17])[CH:16]=1)[C:11](O)=[O:12]. Given the product [Br:7][C:8]1[CH:9]=[C:10]([CH2:11][OH:12])[CH:14]=[C:15]([I:17])[CH:16]=1, predict the reactants needed to synthesize it. (4) Given the product [NH2:1][C:4]1[S:5][CH:6]=[C:7]2[C:11](=[O:12])[N:10]([CH:13]3[CH2:18][CH2:17][C:16](=[O:19])[N:15]([CH3:20])[C:14]3=[O:21])[C:9](=[O:22])[C:8]=12, predict the reactants needed to synthesize it. The reactants are: [N+:1]([C:4]1[S:5][CH:6]=[C:7]2[C:11](=[O:12])[N:10]([CH:13]3[CH2:18][CH2:17][C:16](=[O:19])[N:15]([CH3:20])[C:14]3=[O:21])[C:9](=[O:22])[C:8]=12)([O-])=O.[O-]S(S([O-])=O)=O.[Na+].[Na+]. (5) Given the product [CH3:1][C:2]1[CH:3]=[C:4]([C:9]([C:11]2[C:20](=[O:21])[C:19]3[C:14](=[CH:15][CH:16]=[CH:17][CH:18]=3)[N:13]([CH2:25][C:26]3[CH:31]=[CH:30][CH:29]=[C:28]([C:32]([F:34])([F:33])[F:35])[N:27]=3)[CH:12]=2)=[O:10])[CH:5]=[N:6][C:7]=1[CH3:8], predict the reactants needed to synthesize it. The reactants are: [CH3:1][C:2]1[CH:3]=[C:4]([C:9]([C:11]2[C:20](=[O:21])[C:19]3[C:14](=[CH:15][CH:16]=[CH:17][CH:18]=3)[NH:13][CH:12]=2)=[O:10])[CH:5]=[N:6][C:7]=1[CH3:8].[H-].[Na+].Br[CH2:25][C:26]1[CH:31]=[CH:30][CH:29]=[C:28]([C:32]([F:35])([F:34])[F:33])[N:27]=1. (6) Given the product [CH:1]1([C:4]2[N:8]([C:26]([O:28][C:29]([CH3:32])([CH3:31])[CH3:30])=[O:25])[N:7]=[C:6]([NH:9][C:10]3[C:15]([I:16])=[CH:14][N:13]=[C:12]([C:17]4[CH:22]=[CH:21][CH:20]=[CH:19][CH:18]=4)[N:11]=3)[CH:5]=2)[CH2:3][CH2:2]1, predict the reactants needed to synthesize it. The reactants are: [CH:1]1([C:4]2[NH:8][N:7]=[C:6]([NH:9][C:10]3[C:15]([I:16])=[CH:14][N:13]=[C:12]([C:17]4[CH:22]=[CH:21][CH:20]=[CH:19][CH:18]=4)[N:11]=3)[CH:5]=2)[CH2:3][CH2:2]1.[H-].[Na+].[O:25](C(OC(C)(C)C)=O)[C:26]([O:28][C:29]([CH3:32])([CH3:31])[CH3:30])=O.C(Cl)Cl. (7) Given the product [CH3:1][C:2]1([CH3:66])[CH:5]([C:6]([O:8][C@H:9]2[CH2:26][CH2:25][C@@:24]3([CH3:27])[C@@H:11]([CH2:12][CH2:13][C@:14]4([CH3:53])[C@@H:23]3[CH2:22][CH2:21][C@H:20]3[C@@:15]4([CH3:52])[CH2:16][CH2:17][C@@:18]4([C:34]([N:36]5[CH2:40][CH2:39][CH2:38][C@@H:37]5[C:41]5[NH:42][C:43]([C:46]6[CH:51]=[CH:50][CH:49]=[CH:48][CH:47]=6)=[CH:44][N:45]=5)=[O:35])[CH2:30][CH2:29][C@@H:28]([C:31]([CH3:33])=[CH2:32])[C@@H:19]43)[C:10]2([CH3:55])[CH3:54])=[O:7])[CH2:4][CH:3]1[C:56]([OH:58])=[O:57], predict the reactants needed to synthesize it. The reactants are: [CH3:1][C:2]1([CH3:66])[CH:5]([C:6]([O:8][C@H:9]2[CH2:26][CH2:25][C@@:24]3([CH3:27])[C@@H:11]([CH2:12][CH2:13][C@:14]4([CH3:53])[C@@H:23]3[CH2:22][CH2:21][C@H:20]3[C@@:15]4([CH3:52])[CH2:16][CH2:17][C@@:18]4([C:34]([N:36]5[CH2:40][CH2:39][CH2:38][C@@H:37]5[C:41]5[NH:42][C:43]([C:46]6[CH:51]=[CH:50][CH:49]=[CH:48][CH:47]=6)=[CH:44][N:45]=5)=[O:35])[CH2:30][CH2:29][C@@H:28]([C:31]([CH3:33])=[CH2:32])[C@@H:19]43)[C:10]2([CH3:55])[CH3:54])=[O:7])[CH2:4][CH:3]1[C:56]([O:58]CC1C=CC=CC=1)=[O:57].C([O-])=O.[NH4+]. (8) The reactants are: [C:1]1([C:7]([CH:9]=O)=O)[CH:6]=[CH:5][CH:4]=[CH:3][CH:2]=1.[C:11]([CH2:13][C:14]([NH:16][NH2:17])=[O:15])#[N:12]. Given the product [O:15]=[C:14]1[C:13]([C:11]#[N:12])=[C:7]([C:1]2[CH:6]=[CH:5][CH:4]=[CH:3][CH:2]=2)[CH:9]=[N:17][NH:16]1, predict the reactants needed to synthesize it. (9) The reactants are: [CH:1]1([CH2:4][N:5]([CH2:16][CH2:17][CH3:18])[C:6]2[C:11]([CH2:12][OH:13])=[CH:10][N:9]=[C:8]([S:14][CH3:15])[N:7]=2)[CH2:3][CH2:2]1. Given the product [CH:1]1([CH2:4][N:5]([CH2:16][CH2:17][CH3:18])[C:6]2[C:11]([CH:12]=[O:13])=[CH:10][N:9]=[C:8]([S:14][CH3:15])[N:7]=2)[CH2:2][CH2:3]1, predict the reactants needed to synthesize it.